From a dataset of Reaction yield outcomes from USPTO patents with 853,638 reactions. Predict the reaction yield, written as a fraction of the theoretical maximum amount of product (1.0 means a 100% yield; for example, 0.34 means a 34% yield). The reactants are [C:1]1([S:7]([N:10]2[C:14]3=[N:15][CH:16]=[C:17]([N+:20]([O-:22])=[O:21])[C:18](Cl)=[C:13]3[CH:12]=[CH:11]2)(=[O:9])=[O:8])[CH:6]=[CH:5][CH:4]=[CH:3][CH:2]=1.[CH:23]12[CH2:29][CH:26]([CH2:27][CH2:28]1)[CH2:25][CH:24]2[NH2:30].C(N(C(C)C)CC)(C)C. The catalyst is CC(O)C. The product is [C:1]1([S:7]([N:10]2[C:14]3=[N:15][CH:16]=[C:17]([N+:20]([O-:22])=[O:21])[C:18]([NH:30][CH:24]4[CH2:25][CH:26]5[CH2:29][CH:23]4[CH2:28][CH2:27]5)=[C:13]3[CH:12]=[CH:11]2)(=[O:9])=[O:8])[CH:6]=[CH:5][CH:4]=[CH:3][CH:2]=1. The yield is 0.980.